From a dataset of Experimentally validated miRNA-target interactions with 360,000+ pairs, plus equal number of negative samples. Binary Classification. Given a miRNA mature sequence and a target amino acid sequence, predict their likelihood of interaction. (1) The miRNA is hsa-miR-3938 with sequence AAUUCCCUUGUAGAUAACCCGG. The protein sequence of the target gene is MSAYYRNNWSEEDPDYPDYSGSQNRTQGYLKTQGYPDVPGPLNNPDYPGTRSNPYSVASRTRPDYPGSLAEPNYPRSLSNPDYSGTRSNAYSAASRTSPDHPTSLPEPDYSEFQSHPYHRASSRQPDYPGSQRNPDFAGSSSSGNYAGSRTHPDHFGSLEPDYPGAQSNSDHPGPRANLNHPGSRKNLEHTSFRINPYADSLGKPDYPGADIQPNSPPFFGEPDYPSAEDNQNLPSTWREPDYSDAENGHDYGSSETPKMTRGVLSRTSSIQPSFRHRSDDPVGSLWGENDYPEGIEMAS.... Result: 0 (no interaction). (2) The miRNA is mmu-miR-501-3p with sequence AAUGCACCCGGGCAAGGAUUUG. The protein sequence of the target gene is MKPVHERSQECLPPKKRDLPVTSEDMGRTTSCSTNHTPSSDASEWSRGVVVAGQSQTGARVSLGGDGTEAITGLTVDQYGMLYKVAVPPATFSPTGLPSVVNMSPLPPTFNVASSLIQHPGIHYPPVHYAQLPSTSLQFIGSPYSLPYAVPPNFLPSPLLSPSANLATTHLPHFVPYASLLAEEATPPPQAASPAQSFNKSSSATSPPGQLPHHSNTQPLDLAPGRMPIYYQMSRLPAGYTLHETSTAGASPILTPQEGQSALEAAAANGQRQRERNVRRESEALDSASSKGESQGLVPV.... Result: 0 (no interaction). (3) The protein sequence of the target gene is MGCVQCKDKEAAKLTEERDGSLNQSSGYRYGTDPTPQHYPSFGVTSIPNYNNFHAAGGQGLTVFGGVNSSSHTGTLRTRGGTGVTLFVALYDYEARTEDDLSFHKGEKFQILNSSEGDWWEARSLTTGETGYIPSNYVAPVDSIQAEEWYFGKLGRKDAERQLLSFGNPRGTFLIRESETTKGAYSLSIRDWDDMKGDHVKHYKIRKLDNGGYYITTRAQFETLQQLVQHYSERAAGLCCRLVVPCHKGMPRLTDLSVKTKDVWEIPRESLQLIKRLGNGQFGEVWMGTWNGNTKVAIKT.... The miRNA is hsa-miR-7162-5p with sequence UGCUUCCUUUCUCAGCUG. Result: 0 (no interaction). (4) The miRNA is mmu-miR-325-3p with sequence UUUAUUGAGCACCUCCUAUCAA. The protein sequence of the target gene is MASAELQGKYQKLAQEYSKLRAQNQVLKKGVVDEQASSAALKEQLKMKDQSLRKLQQEMDSLTFRNLQLAKRVELLQDELALSEPRGKKNKKSGESSSQLSQEQKSVFDEDLQKKIEENERLHIQFFEADEHHRHVEAELRSRLATLETEAAQHQAVIDGLTRKYMETIEKLQSDKAKLEVKSQTLEKEAKECRLRTEECQLQLKNLHEDLSGRLEESLSIINEKVPFNDTKCHLYNALNVPLHNRRHQLKMRDIAGQALAFVQDLVPALLNFHTYTEQRIQIFPVDSAIDTISPLNQKF.... Result: 0 (no interaction). (5) The miRNA is hsa-miR-8075 with sequence UGCUGAUGGCAGAUGUCGGGUCUG. The protein sequence of the target gene is MNRRRKFLLASVLALQNSSFIYPSCQKCFSRIILVSKRSNCPKCGSTGESGNANYRYKLSLKVAESNKLFVITVFGSCLDTFFGLTATGLHRYIQDPNKIPETLDNDTTQNLLTKAVETCFVGQSFIFGVTNFENQPGQGSDASNFLQQCSDHKRKAKALVACQIVLPDPGIAGFTVIDYFHQLLQTFNFRKLQCDSQAPNNHLLALDHSNSDLSSIYTSDSTSDFFKSCSKDTFSKFWQPSLEFTCIVSQLTDNDDFSASEQSKAFGTLQQNRKSISIAEATGSSSCHDPIQDSWSLVS.... Result: 0 (no interaction). (6) The miRNA is mmu-miR-223-3p with sequence UGUCAGUUUGUCAAAUACCCCA. The protein sequence of the target gene is MHPASVTTTSQDPCAPSGSCRGGRRRRPISVIGGVSFYGNTQVEDVENLLVQPAARPPVPAHQVPPYKAVSARLRPFTFSQSTPIGLDRVGRRRQMKTSNVSSDGGAESSALVDDNGSEEDFSYEELCQANPRYLQPGGEQLAINELISDGSVVCAEALWDHVTMDDQELGFKAGDVIQVLEASNKDWWWGRNEDKEAWFPASFVRLRVNQEELPENCSSSHGEEQDEDTSKARHKHPESQQQMRTNVIQEIMNTERVYIKHLKDICEGYIRQCRKHTGMFTVAQLATIFGNIEDIYKFQ.... Result: 1 (interaction).